Task: Predict the reaction yield, written as a fraction of the theoretical maximum amount of product (1.0 means a 100% yield; for example, 0.34 means a 34% yield).. Dataset: Reaction yield outcomes from USPTO patents with 853,638 reactions (1) The reactants are Cl.[CH3:2][O:3][C:4]([C:6]1([NH2:11])[CH2:10][CH2:9][CH2:8][CH2:7]1)=[O:5].[Cl:12][C:13]1[C:14]([CH3:23])=[C:15]([S:19](Cl)(=[O:21])=[O:20])[CH:16]=[CH:17][CH:18]=1.C(N(CC)CC)C.O. The catalyst is C(Cl)Cl. The product is [CH3:2][O:3][C:4]([C:6]1([NH:11][S:19]([C:15]2[CH:16]=[CH:17][CH:18]=[C:13]([Cl:12])[C:14]=2[CH3:23])(=[O:20])=[O:21])[CH2:10][CH2:9][CH2:8][CH2:7]1)=[O:5]. The yield is 0.900. (2) The reactants are [C:1]([O:5][C:6](=[O:23])[C@@H:7]([NH:10][C:11](=[O:22])[C:12]1[CH:17]=[C:16]([Cl:18])[CH:15]=[CH:14][C:13]=1[N+:19]([O-])=O)[CH2:8][CH3:9])([CH3:4])([CH3:3])[CH3:2].O.O.[Sn](Cl)Cl. The catalyst is C(O)C.[OH-].[Na+]. The product is [C:1]([O:5][C:6](=[O:23])[C@@H:7]([NH:10][C:11](=[O:22])[C:12]1[CH:17]=[C:16]([Cl:18])[CH:15]=[CH:14][C:13]=1[NH2:19])[CH2:8][CH3:9])([CH3:2])([CH3:3])[CH3:4]. The yield is 0.880. (3) The reactants are [N:1]1[CH:6]=[CH:5][CH:4]=[C:3]([NH:7][C:8](=[O:15])OCC(Cl)(Cl)Cl)[CH:2]=1.[F:16][C:17]1[CH:22]=[CH:21][C:20]([C:23]2[CH:28]=[C:27]([N:29]3[CH2:34][CH2:33][NH:32][CH2:31][CH2:30]3)[N:26]=[CH:25][N:24]=2)=[CH:19][CH:18]=1. The catalyst is C(OCC)(=O)C.CCCCCC. The product is [F:16][C:17]1[CH:22]=[CH:21][C:20]([C:23]2[N:24]=[CH:25][N:26]=[C:27]([N:29]3[CH2:30][CH2:31][N:32]([C:8]([NH:7][C:3]4[CH:2]=[N:1][CH:6]=[CH:5][CH:4]=4)=[O:15])[CH2:33][CH2:34]3)[CH:28]=2)=[CH:19][CH:18]=1. The yield is 0.650. (4) The reactants are [Br:1][C:2]1[CH:8]=[CH:7][C:5]([NH2:6])=[C:4]([C:9]([F:12])([F:11])[F:10])[CH:3]=1.Cl[C:14]([O:16][CH2:17][CH3:18])=[O:15].O.Cl. The catalyst is N1C=CC=CC=1. The product is [Br:1][C:2]1[CH:8]=[CH:7][C:5]([NH:6][C:14](=[O:15])[O:16][CH2:17][CH3:18])=[C:4]([C:9]([F:10])([F:11])[F:12])[CH:3]=1. The yield is 1.00. (5) The reactants are O[CH2:2][C:3]1[CH:12]=[N:11][C:10]2[N:9]3[CH2:13][CH2:14][CH2:15][C@H:8]3[C:7](=[O:16])[NH:6][C:5]=2[CH:4]=1.Cl.[CH:18]1([NH:21][C:22](=[O:36])[C:23]2[CH:28]=[CH:27][C:26]([N:29]3[CH2:34][CH2:33][NH:32][CH2:31][CH2:30]3)=[C:25]([F:35])[CH:24]=2)[CH2:20][CH2:19]1.[I-].C(C[P+](C)(C)C)#N.C(N(CC)C(C)C)(C)C. The catalyst is C(#N)CC. The product is [CH:18]1([NH:21][C:22](=[O:36])[C:23]2[CH:28]=[CH:27][C:26]([N:29]3[CH2:34][CH2:33][N:32]([CH2:2][C:3]4[CH:12]=[N:11][C:10]5[N:9]6[CH2:13][CH2:14][CH2:15][C@H:8]6[C:7](=[O:16])[NH:6][C:5]=5[CH:4]=4)[CH2:31][CH2:30]3)=[C:25]([F:35])[CH:24]=2)[CH2:19][CH2:20]1. The yield is 0.403. (6) The reactants are [CH3:1][O:2][CH2:3][CH2:4][OH:5].[H-].[Na+].[Cl:8][C:9]1[CH:34]=[CH:33][CH:32]=[CH:31][C:10]=1[C:11]([NH:13][C:14](=[O:30])[NH:15][C:16]1[S:17][C:18]2[CH:24]=[C:23]([S:25]([CH:28]=[CH2:29])(=[O:27])=[O:26])[CH:22]=[CH:21][C:19]=2[N:20]=1)=[O:12]. The catalyst is C1COCC1. The product is [Cl:8][C:9]1[CH:34]=[CH:33][CH:32]=[CH:31][C:10]=1[C:11]([NH:13][C:14](=[O:30])[NH:15][C:16]1[S:17][C:18]2[CH:24]=[C:23]([S:25]([CH2:28][CH2:29][O:5][CH2:4][CH2:3][O:2][CH3:1])(=[O:27])=[O:26])[CH:22]=[CH:21][C:19]=2[N:20]=1)=[O:12]. The yield is 0.390.